Dataset: Full USPTO retrosynthesis dataset with 1.9M reactions from patents (1976-2016). Task: Predict the reactants needed to synthesize the given product. (1) Given the product [C:22]([O:25][CH2:26][C:27]1[C:32]([N:33]2[CH2:45][CH2:44][N:36]3[C:37]4[CH2:38][CH2:39][CH2:40][CH2:41][C:42]=4[CH:43]=[C:35]3[C:34]2=[O:46])=[CH:31][C:30]([F:47])=[CH:29][C:28]=1[C:2]1[CH:3]=[C:4]([NH:10][C:11]2[CH:20]=[CH:19][C:18]3[CH2:17][N:16]([CH3:21])[CH2:15][CH2:14][C:13]=3[N:12]=2)[C:5](=[O:9])[N:6]([CH3:8])[CH:7]=1)(=[O:24])[CH3:23], predict the reactants needed to synthesize it. The reactants are: Br[C:2]1[CH:3]=[C:4]([NH:10][C:11]2[CH:20]=[CH:19][C:18]3[CH2:17][N:16]([CH3:21])[CH2:15][CH2:14][C:13]=3[N:12]=2)[C:5](=[O:9])[N:6]([CH3:8])[CH:7]=1.[C:22]([O:25][CH2:26][C:27]1[C:32]([N:33]2[CH2:45][CH2:44][N:36]3[C:37]4[CH2:38][CH2:39][CH2:40][CH2:41][C:42]=4[CH:43]=[C:35]3[C:34]2=[O:46])=[CH:31][C:30]([F:47])=[CH:29][C:28]=1N1CCN2C3CCCCC=3C=C2C1=O)(=[O:24])[CH3:23].P([O-])([O-])([O-])=O.[K+].[K+].[K+].C([O-])(=O)C.[Na+]. (2) Given the product [CH2:20]([C@H:14]([NH:13][C:11]([C:9]1[NH:8][C:5]2=[CH:6][N:7]=[C:2]([Cl:1])[CH:3]=[C:4]2[CH:10]=1)=[O:12])[C@@H:15]([OH:19])[C:16]([N:30]1[CH2:31][C@H:32]([OH:33])[C@H:28]([OH:27])[CH2:29]1)=[O:17])[C:21]1[CH:22]=[CH:23][CH:24]=[CH:25][CH:26]=1, predict the reactants needed to synthesize it. The reactants are: [Cl:1][C:2]1[CH:3]=[C:4]2[CH:10]=[C:9]([C:11]([NH:13][C@@H:14]([CH2:20][C:21]3[CH:26]=[CH:25][CH:24]=[CH:23][CH:22]=3)[C@@H:15]([OH:19])[C:16](O)=[O:17])=[O:12])[NH:8][C:5]2=[CH:6][N:7]=1.[OH:27][C@H:28]1[C@@H:32]([OH:33])[CH2:31][NH:30][CH2:29]1.C1C=CC2N(O)N=NC=2C=1.CCN(C(C)C)C(C)C.CCN=C=NCCCN(C)C. (3) Given the product [Br:1][C:2]1[CH:7]=[C:6]([F:8])[CH:5]=[CH:4][C:3]=1[CH:9]1[C:14]([C:15]([O:17][CH2:18][CH3:19])=[O:16])=[C:13]([CH2:20][N:21]2[CH2:26][CH2:25][O:24][C@@H:23]([CH2:27][O:28][C:34](=[O:37])[CH2:35][CH3:36])[CH2:22]2)[NH:12][C:11]([C:29]2[N:33]=[CH:32][NH:31][N:30]=2)=[N:10]1, predict the reactants needed to synthesize it. The reactants are: [Br:1][C:2]1[CH:7]=[C:6]([F:8])[CH:5]=[CH:4][C:3]=1[CH:9]1[C:14]([C:15]([O:17][CH2:18][CH3:19])=[O:16])=[C:13]([CH2:20][N:21]2[CH2:26][CH2:25][O:24][C@@H:23]([CH2:27][OH:28])[CH2:22]2)[NH:12][C:11]([C:29]2[N:33]=[CH:32][NH:31][N:30]=2)=[N:10]1.[C:34](O)(=[O:37])[CH2:35][CH3:36]. (4) The reactants are: [F:1][C:2]1[CH:3]=[C:4]([CH2:8][CH2:9][C:10]([NH:12][NH2:13])=[O:11])[CH:5]=[CH:6][CH:7]=1.[NH:14]1[C:18]2[N:19]=[CH:20][CH:21]=[C:22]([C:23](O)=O)[C:17]=2[CH:16]=[CH:15]1. Given the product [F:1][C:2]1[CH:3]=[C:4]([CH2:8][CH2:9][C:10]2[O:11][C:23]([C:22]3[CH:21]=[CH:20][N:19]=[C:18]4[NH:14][CH:15]=[CH:16][C:17]=34)=[N:13][N:12]=2)[CH:5]=[CH:6][CH:7]=1, predict the reactants needed to synthesize it. (5) Given the product [F:1][C:2]1[C:7]([NH:8]/[CH:9]=[C:10]2\[C:11](=[O:22])[NH:12][C:13](=[O:21])[C:14]3[C:19]\2=[CH:18][C:17]([C:32]2[CH:33]=[CH:34][O:30][CH:31]=2)=[CH:16][CH:15]=3)=[CH:6][CH:5]=[C:4]([N:23]2[CH2:28][CH2:27][N:26]([CH3:29])[CH2:25][CH2:24]2)[N:3]=1, predict the reactants needed to synthesize it. The reactants are: [F:1][C:2]1[C:7]([NH:8]/[CH:9]=[C:10]2\[C:11](=[O:22])[NH:12][C:13](=[O:21])[C:14]3[C:19]\2=[CH:18][C:17](I)=[CH:16][CH:15]=3)=[CH:6][CH:5]=[C:4]([N:23]2[CH2:28][CH2:27][N:26]([CH3:29])[CH2:25][CH2:24]2)[N:3]=1.[O:30]1[CH:34]=[CH:33][C:32](B(O)O)=[CH:31]1.C(=O)([O-])[O-].[Cs+].[Cs+].C(P(C(C)(C)C)C(C)(C)C)(C)(C)C.